From a dataset of Full USPTO retrosynthesis dataset with 1.9M reactions from patents (1976-2016). Predict the reactants needed to synthesize the given product. (1) Given the product [Br:7][C:8]1[CH:9]=[C:10]([CH:22]=[CH:23][C:24]=1[Cl:25])[C:11]([N:13]([C:15]1[CH:20]=[CH:19][CH:18]=[CH:17][C:16]=1[O:21][CH2:2][CH2:3][CH2:4][C:5]#[N:6])[CH3:14])=[O:12], predict the reactants needed to synthesize it. The reactants are: Br[CH2:2][CH2:3][CH2:4][C:5]#[N:6].[Br:7][C:8]1[CH:9]=[C:10]([CH:22]=[CH:23][C:24]=1[Cl:25])[C:11]([N:13]([C:15]1[CH:20]=[CH:19][CH:18]=[CH:17][C:16]=1[OH:21])[CH3:14])=[O:12]. (2) Given the product [CH3:9][O:10][C:11]1[CH:20]=[C:19]2[C:14]([C:15](=[O:27])[C:16]([CH3:2])([C:21]3[CH:26]=[CH:25][N:24]=[CH:23][CH:22]=3)[CH2:17][O:18]2)=[CH:13][CH:12]=1, predict the reactants needed to synthesize it. The reactants are: [Li+].[CH3:2]C([N-]C(C)C)C.[CH3:9][O:10][C:11]1[CH:20]=[C:19]2[C:14]([C:15](=[O:27])[CH:16]([C:21]3[CH:26]=[CH:25][N:24]=[CH:23][CH:22]=3)[CH2:17][O:18]2)=[CH:13][CH:12]=1.IC.[NH4+].[Cl-]. (3) Given the product [C:1]([C:5]1[CH:10]=[CH:9][C:8]([S:11]([NH:22][C:20]2[N:19]([C:23]3[CH:32]=[CH:31][CH:30]=[C:29]4[C:24]=3[CH:25]=[CH:26][CH:27]=[N:28]4)[N:18]=[C:17]([CH2:15][CH3:16])[CH:21]=2)(=[O:13])=[O:12])=[CH:7][CH:6]=1)([CH3:4])([CH3:3])[CH3:2], predict the reactants needed to synthesize it. The reactants are: [C:1]([C:5]1[CH:10]=[CH:9][C:8]([S:11](Cl)(=[O:13])=[O:12])=[CH:7][CH:6]=1)([CH3:4])([CH3:3])[CH3:2].[CH2:15]([C:17]1[CH:21]=[C:20]([NH2:22])[N:19]([C:23]2[CH:32]=[CH:31][CH:30]=[C:29]3[C:24]=2[CH:25]=[CH:26][CH:27]=[N:28]3)[N:18]=1)[CH3:16].ClCCl.[OH-].[Na+]. (4) Given the product [CH3:8][O:9][C:10]1[CH:11]=[C:12]2[C:16](=[CH:17][CH:18]=1)[C:15](=[CH:19][C:20]1[CH:25]=[CH:24][C:23]([S:26]([CH3:27])=[O:7])=[CH:22][CH:21]=1)[C:14]([CH3:28])=[C:13]2[CH2:29][C:30]([OH:32])=[O:31], predict the reactants needed to synthesize it. The reactants are: I([O-])(=O)(=O)=O.[Na+].[OH2:7].[CH3:8][O:9][C:10]1[CH:11]=[C:12]2[C:16](=[CH:17][CH:18]=1)[C:15](=[CH:19][C:20]1[CH:25]=[CH:24][C:23]([S:26][CH3:27])=[CH:22][CH:21]=1)[C:14]([CH3:28])=[C:13]2[CH2:29][C:30]([OH:32])=[O:31].CO. (5) Given the product [Br:1][C:2]1[CH:20]=[C:19]2[C:5]([C:6](=[O:22])[C:7](=[O:21])[C:8]3[S:18][CH2:17][C:11]4([CH2:16][CH2:15][N:14]([CH2:24][C:25]5[CH:30]=[CH:29][C:28]([F:31])=[CH:27][CH:26]=5)[CH2:13][CH2:12]4)[O:10][C:9]=32)=[CH:4][CH:3]=1, predict the reactants needed to synthesize it. The reactants are: [Br:1][C:2]1[CH:20]=[C:19]2[C:5]([C:6](=[O:22])[C:7](=[O:21])[C:8]3[S:18][CH2:17][C:11]4([CH2:16][CH2:15][NH:14][CH2:13][CH2:12]4)[O:10][C:9]=32)=[CH:4][CH:3]=1.Br[CH2:24][C:25]1[CH:30]=[CH:29][C:28]([F:31])=[CH:27][CH:26]=1.